This data is from Catalyst prediction with 721,799 reactions and 888 catalyst types from USPTO. The task is: Predict which catalyst facilitates the given reaction. (1) Product: [CH2:23]([N:21]1[CH:22]=[C:18]([CH2:17][O:16][C:14]([C:13]2[CH:12]=[CH:11][C:10]([S:9][C:7]([CH3:32])([CH3:8])[C:6]([OH:33])=[O:5])=[CH:31][CH:30]=2)=[O:15])[N:19]=[N:20]1)[C:24]1[CH:29]=[CH:28][CH:27]=[CH:26][CH:25]=1. The catalyst class is: 12. Reactant: C([O:5][C:6](=[O:33])[C:7]([CH3:32])([S:9][C:10]1[CH:31]=[CH:30][C:13]([C:14]([O:16][CH2:17][C:18]2[N:19]=[N:20][N:21]([CH2:23][C:24]3[CH:29]=[CH:28][CH:27]=[CH:26][CH:25]=3)[CH:22]=2)=[O:15])=[CH:12][CH:11]=1)[CH3:8])(C)(C)C.Cl. (2) Reactant: [Cl:1][C:2]1[CH:7]=[C:6]([NH:8]/[C:9](/[NH:18]C(=O)OC(C)(C)C)=[N:10]/C(=O)OC(C)(C)C)[CH:5]=[CH:4][N:3]=1.[F:26][C:27]([F:32])([F:31])[C:28]([OH:30])=[O:29]. Product: [F:26][C:27]([F:32])([F:31])[C:28]([OH:30])=[O:29].[F:26][C:27]([F:32])([F:31])[C:28]([OH:30])=[O:29].[Cl:1][C:2]1[CH:7]=[C:6]([NH:8][C:9]([NH2:18])=[NH:10])[CH:5]=[CH:4][N:3]=1. The catalyst class is: 4. (3) Reactant: [Br:1][C:2]1[N:10](S(C2C=CC=CC=2)(=O)=O)[C:9]2[C:4](=[N:5][C:6]([Cl:20])=[CH:7][CH:8]=2)[CH:3]=1.[OH-].[Na+]. Product: [Br:1][C:2]1[NH:10][C:9]2[C:4](=[N:5][C:6]([Cl:20])=[CH:7][CH:8]=2)[CH:3]=1. The catalyst class is: 1. (4) Reactant: [H-].[Al+3].[Li+].[H-].[H-].[H-].[CH3:7][O:8][C:9]1[C:18]([O:19][CH3:20])=[C:17]([O:21][CH3:22])[CH:16]=[C:15]2[C:10]=1[CH:11]=[CH:12][C:13]([C:23](O)=[O:24])=[CH:14]2.CCOCC.O.O.O.O.O.O.O.O.O.O.S([O-])([O-])(=O)=O.[Na+].[Na+]. Product: [OH:24][CH2:23][C:13]1[CH:12]=[CH:11][C:10]2[C:15](=[CH:16][C:17]([O:21][CH3:22])=[C:18]([O:19][CH3:20])[C:9]=2[O:8][CH3:7])[CH:14]=1. The catalyst class is: 1.